This data is from Forward reaction prediction with 1.9M reactions from USPTO patents (1976-2016). The task is: Predict the product of the given reaction. (1) Given the reactants C(Cl)(=O)C(Cl)=O.[Br:7][C:8]1[CH:19]=[C:18]([F:20])[C:17]([F:21])=[CH:16][C:9]=1[O:10][CH2:11][CH2:12][C:13]([OH:15])=O.CN(C=O)C.[Al+3].[Cl-].[Cl-].[Cl-], predict the reaction product. The product is: [Br:7][C:8]1[CH:19]=[C:18]([F:20])[C:17]([F:21])=[C:16]2[C:9]=1[O:10][CH2:11][CH2:12][C:13]2=[O:15]. (2) Given the reactants [CH3:1][O:2][C:3]1[N:7]([C:8]2[CH:13]=[CH:12][C:11]([C:14]([F:17])([F:16])[F:15])=[CH:10][CH:9]=2)[N:6]=[C:5]([C:18](OC)=[O:19])[CH:4]=1.[H-].[Al+3].[Li+].[H-].[H-].[H-], predict the reaction product. The product is: [CH3:1][O:2][C:3]1[N:7]([C:8]2[CH:9]=[CH:10][C:11]([C:14]([F:17])([F:15])[F:16])=[CH:12][CH:13]=2)[N:6]=[C:5]([CH2:18][OH:19])[CH:4]=1.